Dataset: Forward reaction prediction with 1.9M reactions from USPTO patents (1976-2016). Task: Predict the product of the given reaction. (1) Given the reactants [C:1]([O:5][C:6](=[O:23])[NH:7][C:8]1[CH:13]=[CH:12][CH:11]=[C:10]([O:14][C:15]2[CH:20]=[C:19]([C:21]#[N:22])[N:18]=[CH:17][N:16]=2)[CH:9]=1)([CH3:4])([CH3:3])[CH3:2].[N-:24]=[N+:25]=[N-:26].[Na+].[Cl-].[NH4+], predict the reaction product. The product is: [NH:24]1[C:21]([C:19]2[N:18]=[CH:17][N:16]=[C:15]([O:14][C:10]3[CH:9]=[C:8]([NH:7][C:6](=[O:23])[O:5][C:1]([CH3:4])([CH3:2])[CH3:3])[CH:13]=[CH:12][CH:11]=3)[CH:20]=2)=[N:22][N:26]=[N:25]1. (2) Given the reactants [N+](=[CH:3][Si](C)(C)C)=[N-].[Br:8][C:9]1[C:17]2[C:12](=[N:13][CH:14]=[C:15]([C:18]3[CH:19]=[C:20]([CH:24]=[CH:25][CH:26]=3)[C:21]([OH:23])=[O:22])[CH:16]=2)[O:11][C:10]=1[C:27]1[CH:32]=[CH:31][C:30]([F:33])=[CH:29][CH:28]=1.C(Cl)Cl.C1COCC1, predict the reaction product. The product is: [Br:8][C:9]1[C:17]2[C:12](=[N:13][CH:14]=[C:15]([C:18]3[CH:19]=[C:20]([CH:24]=[CH:25][CH:26]=3)[C:21]([O:23][CH3:3])=[O:22])[CH:16]=2)[O:11][C:10]=1[C:27]1[CH:32]=[CH:31][C:30]([F:33])=[CH:29][CH:28]=1. (3) Given the reactants [CH3:1][C:2]1([C:7]2[O:11][C:10]([CH2:12][N:13]3[CH:17]=[CH:16][C:15]([NH2:18])=[N:14]3)=[CH:9][CH:8]=2)[O:6]CCO1.[F:19][C:20]1[CH:25]=[CH:24][CH:23]=[CH:22][C:21]=1[C:26]1[S:30][CH:29]=[N:28][C:27]=1[C:31](O)=[O:32], predict the reaction product. The product is: [C:2]([C:7]1[O:11][C:10]([CH2:12][N:13]2[CH:17]=[CH:16][C:15]([NH:18][C:31]([C:27]3[N:28]=[CH:29][S:30][C:26]=3[C:21]3[CH:22]=[CH:23][CH:24]=[CH:25][C:20]=3[F:19])=[O:32])=[N:14]2)=[CH:9][CH:8]=1)(=[O:6])[CH3:1]. (4) Given the reactants N1C=CC=CN=1.C([O:14][C:15]1[N:16]=[N:17][C:18]([C:29]#[C:30][C:31]2[CH:36]=[CH:35][CH:34]=[C:33]([Cl:37])[CH:32]=2)=[CH:19][C:20]=1[O:21]CC1C=CC=CC=1)C1C=CC=CC=1, predict the reaction product. The product is: [Cl:37][C:33]1[CH:32]=[C:31]([CH2:30][CH2:29][C:18]2[CH:19]=[C:20]([OH:21])[C:15](=[O:14])[NH:16][N:17]=2)[CH:36]=[CH:35][CH:34]=1. (5) The product is: [CH3:37][S:38]([O:1][CH2:2][CH2:3][C:4]1[O:8][N:7]=[C:6]([C:9]2[CH:10]=[CH:11][C:12]([CH3:27])=[C:13]([NH:15][C:16]([C:18]3[N:22]4[CH:23]=[CH:24][CH:25]=[CH:26][C:21]4=[N:20][CH:19]=3)=[O:17])[CH:14]=2)[N:5]=1)(=[O:40])=[O:39]. Given the reactants [OH:1][CH2:2][CH2:3][C:4]1[O:8][N:7]=[C:6]([C:9]2[CH:10]=[CH:11][C:12]([CH3:27])=[C:13]([NH:15][C:16]([C:18]3[N:22]4[CH:23]=[CH:24][CH:25]=[CH:26][C:21]4=[N:20][CH:19]=3)=[O:17])[CH:14]=2)[N:5]=1.CCN(C(C)C)C(C)C.[CH3:37][S:38](Cl)(=[O:40])=[O:39], predict the reaction product. (6) Given the reactants [C:1]([NH:4][C:5]([C@@H:17]1[CH2:21][CH2:20][NH:19][CH2:18]1)([CH2:13][CH2:14][CH:15]=[CH2:16])[C:6]([NH:8][C:9]([CH3:12])([CH3:11])[CH3:10])=[O:7])(=[O:3])[CH3:2].[F:22][C:23]1[CH:30]=[CH:29][C:26]([CH:27]=O)=[CH:25][CH:24]=1.C(O)(=O)C.C(Cl)Cl.C(O[BH-](OC(=O)C)OC(=O)C)(=O)C.[Na+], predict the reaction product. The product is: [C:1]([NH:4][C:5]([C@@H:17]1[CH2:21][CH2:20][N:19]([CH2:27][C:26]2[CH:29]=[CH:30][C:23]([F:22])=[CH:24][CH:25]=2)[CH2:18]1)([CH2:13][CH2:14][CH:15]=[CH2:16])[C:6]([NH:8][C:9]([CH3:11])([CH3:12])[CH3:10])=[O:7])(=[O:3])[CH3:2]. (7) Given the reactants [NH2:1][C:2]1[CH:23]=[CH:22][C:5]([O:6][C:7]2[CH:16]=[CH:15][N:14]=[C:13]3[C:8]=2[C:9]2[CH2:21][CH2:20][CH2:19][CH2:18][C:10]=2[C:11](=[O:17])[NH:12]3)=[CH:4][CH:3]=1.ClC(Cl)(Cl)C[O:27][C:28](=O)[NH:29][C:30]1[N:31]([C:39]2[CH:40]=[C:41]([CH3:45])[CH:42]=[CH:43][CH:44]=2)[N:32]=[C:33]([C:35]([CH3:38])([CH3:37])[CH3:36])[CH:34]=1.CCN(C(C)C)C(C)C, predict the reaction product. The product is: [C:35]([C:33]1[CH:34]=[C:30]([NH:29][C:28]([NH:1][C:2]2[CH:23]=[CH:22][C:5]([O:6][C:7]3[CH:16]=[CH:15][N:14]=[C:13]4[C:8]=3[C:9]3[CH2:21][CH2:20][CH2:19][CH2:18][C:10]=3[C:11](=[O:17])[NH:12]4)=[CH:4][CH:3]=2)=[O:27])[N:31]([C:39]2[CH:40]=[C:41]([CH3:45])[CH:42]=[CH:43][CH:44]=2)[N:32]=1)([CH3:38])([CH3:36])[CH3:37].